This data is from Forward reaction prediction with 1.9M reactions from USPTO patents (1976-2016). The task is: Predict the product of the given reaction. (1) Given the reactants [CH3:1][C:2]1([CH3:18])[C:6]([CH3:8])([CH3:7])[O:5][B:4]([C:9]2[CH:17]=[CH:16][C:12]([C:13]([OH:15])=O)=[CH:11][CH:10]=2)[O:3]1.S(Cl)(Cl)=O.[O:23]1[CH2:28][CH2:27][CH:26]([NH2:29])[CH2:25][CH2:24]1.C(N(CC)CC)C, predict the reaction product. The product is: [CH3:18][C:2]1([CH3:1])[C:6]([CH3:7])([CH3:8])[O:5][B:4]([C:9]2[CH:10]=[CH:11][C:12]([C:13]([NH:29][CH:26]3[CH2:27][CH2:28][O:23][CH2:24][CH2:25]3)=[O:15])=[CH:16][CH:17]=2)[O:3]1. (2) Given the reactants [Br:1]N1C(=O)CCC1=O.[N:9]1([C:13]2[N:17]3[CH:18]=[CH:19][N:20]=[C:21]([Cl:22])[C:16]3=[CH:15][N:14]=2)[CH2:12][CH2:11][CH2:10]1, predict the reaction product. The product is: [N:9]1([C:13]2[N:17]3[CH:18]=[CH:19][N:20]=[C:21]([Cl:22])[C:16]3=[C:15]([Br:1])[N:14]=2)[CH2:12][CH2:11][CH2:10]1. (3) Given the reactants C([O:3][P:4]([C:9]([C:15]1[CH:20]=[CH:19][C:18]([NH2:21])=[CH:17][CH:16]=1)([O:12]CC)[PH2:10]=[O:11])(=[O:8])[O:5]CC)C, predict the reaction product. The product is: [NH2:21][C:18]1[CH:17]=[CH:16][C:15]([C:9]([P:4](=[O:3])([OH:5])[OH:8])([OH:12])[PH2:10]=[O:11])=[CH:20][CH:19]=1. (4) Given the reactants [C:1]1([N:7]2[CH2:12][CH2:11][CH:10]([C:13]([OH:15])=O)[CH2:9][CH2:8]2)[CH:6]=[CH:5][CH:4]=[CH:3][CH:2]=1.BrC1C=CC=CC=1.[S:23]1[C:27]2[CH:28]=[CH:29][CH:30]=[CH:31][C:26]=2[C:25]([NH2:32])=[N:24]1, predict the reaction product. The product is: [S:23]1[C:27]2[CH:28]=[CH:29][CH:30]=[CH:31][C:26]=2[C:25]([NH:32][C:13]([CH:10]2[CH2:9][CH2:8][N:7]([C:1]3[CH:2]=[CH:3][CH:4]=[CH:5][CH:6]=3)[CH2:12][CH2:11]2)=[O:15])=[N:24]1.